This data is from Full USPTO retrosynthesis dataset with 1.9M reactions from patents (1976-2016). The task is: Predict the reactants needed to synthesize the given product. (1) Given the product [S:14]([C:13]1[CH:15]=[CH:16][CH:17]=[CH:18][C:12]=1[C:11]([OH:20])=[O:19])[C:2]1[CH:10]=[CH:9][C:5]([C:6]([OH:8])=[O:7])=[CH:4][CH:3]=1, predict the reactants needed to synthesize it. The reactants are: I[C:2]1[CH:10]=[CH:9][C:5]([C:6]([OH:8])=[O:7])=[CH:4][CH:3]=1.[C:11]([OH:20])(=[O:19])[C:12]1[C:13](=[CH:15][CH:16]=[CH:17][CH:18]=1)[SH:14]. (2) The reactants are: C[O:2][C:3]([C:5]1[NH:6][C:7]2[C:12]([CH:13]=1)=[C:11]([CH3:14])[CH:10]=[CH:9][CH:8]=2)=[O:4].Br[CH2:16][C:17]1[C:26]2[C:21](=[CH:22][CH:23]=[CH:24][CH:25]=2)[CH:20]=[CH:19][CH:18]=1. Given the product [CH3:14][C:11]1[CH:10]=[CH:9][CH:8]=[C:7]2[C:12]=1[CH:13]=[C:5]([C:3]([OH:2])=[O:4])[N:6]2[CH2:16][C:17]1[C:26]2[C:21](=[CH:22][CH:23]=[CH:24][CH:25]=2)[CH:20]=[CH:19][CH:18]=1, predict the reactants needed to synthesize it. (3) Given the product [CH3:9][O:8][C:6]1[N:7]=[C:2]([NH2:16])[CH:3]=[CH:4][C:5]=1[N:10]1[CH:14]=[C:13]([CH3:15])[N:12]=[CH:11]1, predict the reactants needed to synthesize it. The reactants are: Br[C:2]1[N:7]=[C:6]([O:8][CH3:9])[C:5]([N:10]2[CH:14]=[C:13]([CH3:15])[N:12]=[CH:11]2)=[CH:4][CH:3]=1.[NH3:16].CO. (4) Given the product [NH:1]1[C:5]2[CH:6]=[CH:7][CH:8]=[CH:9][C:4]=2[N:3]=[C:2]1[CH2:10][N:11]([CH2:12][CH2:13][CH2:14][C:15]1[NH:16][CH:17]=[CH:18][N:19]=1)[CH:39]1[C:48]2[N:47]=[CH:46][CH:45]=[CH:44][C:43]=2[CH2:42][CH2:41][CH2:40]1, predict the reactants needed to synthesize it. The reactants are: [NH:1]1[C:5]2[CH:6]=[CH:7][CH:8]=[CH:9][C:4]=2[N:3]=[C:2]1[CH2:10][N:11]([CH:39]1[C:48]2[N:47]=[CH:46][CH:45]=[CH:44][C:43]=2[CH2:42][CH2:41][CH2:40]1)[CH2:12][CH2:13][CH2:14][C:15]1[N:16](C(C2C=CC=CC=2)(C2C=CC=CC=2)C2C=CC=CC=2)[CH:17]=[CH:18][N:19]=1.C([SiH](CC)CC)C.C(O)(C(F)(F)F)=O. (5) Given the product [Cl:2][C:3]1[CH:4]=[C:5]2[C:11]([C:12]3[N:17]=[C:16]([NH:18][C@H:19]4[CH2:23][CH2:22][N:21]([CH2:67][CH:64]5[CH2:65][CH2:66]5)[CH2:20]4)[C:15]([F:24])=[CH:14][N:13]=3)=[CH:10][NH:9][C:6]2=[N:7][CH:8]=1, predict the reactants needed to synthesize it. The reactants are: Cl.[Cl:2][C:3]1[CH:4]=[C:5]2[C:11]([C:12]3[N:17]=[C:16]([NH:18][C@H:19]4[CH2:23][CH2:22][NH:21][CH2:20]4)[C:15]([F:24])=[CH:14][N:13]=3)=[CH:10][N:9](S(C3C=CC(C)=CC=3)(=O)=O)[C:6]2=[N:7][CH:8]=1.ClC1[CH:66]=[C:65]2[C:64]([C:67]3N=C(N[C@H]4CCNC4)C(F)=CN=3)=CN(S(C3[CH:66]=[CH:65][C:64]([CH3:67])=CC=3)(=O)=O)C2=NC=1.C1(C=O)CC1.C([BH3-])#N.[Na+].C([O-])(=O)C.[K+].C[O-].[Na+].CO. (6) The reactants are: [CH3:1][C:2]1[C:3](=[O:12])[NH:4][C:5]2[C:10]([N:11]=1)=[CH:9][CH:8]=[CH:7][CH:6]=2.[Se](=O)=[O:14]. Given the product [O:12]=[C:3]1[NH:4][C:5]2[C:10](=[CH:9][CH:8]=[CH:7][CH:6]=2)[N:11]=[C:2]1[CH:1]=[O:14], predict the reactants needed to synthesize it. (7) Given the product [NH2:1][C:4]1[CH:5]=[CH:6][C:7]([O:10][CH2:11][CH2:12][OH:13])=[N:8][CH:9]=1, predict the reactants needed to synthesize it. The reactants are: [N+:1]([C:4]1[CH:5]=[CH:6][C:7]([O:10][CH2:11][CH2:12][OH:13])=[N:8][CH:9]=1)([O-])=O. (8) Given the product [CH2:1]([N:8]1[C:16]2[C:15]3=[N:17][C@H:18]([CH2:20][C:21]4[CH:22]=[CH:23][CH:24]=[CH:25][CH:26]=4)[CH2:19][N:14]3[C:13](=[O:27])[N:12]([CH2:28][CH2:29][CH3:30])[C:11]=2[N:10]=[C:9]1[Br:40])[C:2]1[CH:7]=[CH:6][CH:5]=[CH:4][CH:3]=1, predict the reactants needed to synthesize it. The reactants are: [CH2:1]([N:8]1[C:16]2[C:15]3=[N:17][C@H:18]([CH2:20][C:21]4[CH:26]=[CH:25][CH:24]=[CH:23][CH:22]=4)[CH2:19][N:14]3[C:13](=[O:27])[N:12]([CH2:28][CH2:29][CH3:30])[C:11]=2[N:10]=[CH:9]1)[C:2]1[CH:7]=[CH:6][CH:5]=[CH:4][CH:3]=1.C([N-]C(C)C)(C)C.[Li+].C(Br)(Br)(Br)[Br:40].[Cl-].[NH4+].